The task is: Predict the reaction yield, written as a fraction of the theoretical maximum amount of product (1.0 means a 100% yield; for example, 0.34 means a 34% yield).. This data is from Reaction yield outcomes from USPTO patents with 853,638 reactions. (1) The reactants are [CH3:1][O:2][C:3]1[CH:4]=[C:5]([O:15][C:16]2[CH:17]=[N:18][C:19]([S:22]([CH3:25])(=[O:24])=[O:23])=[CH:20][CH:21]=2)[CH:6]=[C:7]2[C:11]=1[NH:10][C:9]([C:12]([NH2:14])=O)=[CH:8]2.COC1C=CC(P2(SP(C3C=CC(OC)=CC=3)(=S)S2)=[S:35])=CC=1. The catalyst is O1CCCC1. The product is [CH3:1][O:2][C:3]1[CH:4]=[C:5]([O:15][C:16]2[CH:17]=[N:18][C:19]([S:22]([CH3:25])(=[O:24])=[O:23])=[CH:20][CH:21]=2)[CH:6]=[C:7]2[C:11]=1[NH:10][C:9]([C:12](=[S:35])[NH2:14])=[CH:8]2. The yield is 0.990. (2) The reactants are [C:1]([O:5][C:6](=[O:17])[NH:7][C@@H:8]1[CH2:13][CH2:12][CH2:11][CH2:10][C@@H:9]1[N:14]=[N+]=[N-])([CH3:4])([CH3:3])[CH3:2]. The catalyst is CO.[Pd]. The product is [C:1]([O:5][C:6](=[O:17])[NH:7][C@@H:8]1[CH2:13][CH2:12][CH2:11][CH2:10][C@@H:9]1[NH2:14])([CH3:4])([CH3:2])[CH3:3]. The yield is 0.690. (3) The reactants are [Li+].[OH-].C[O:4][C:5]([C:7]12[CH2:13][C:11]([NH:14][C:15]([O:17][C:18]([CH3:21])([CH3:20])[CH3:19])=[O:16])([CH2:12]1)[CH2:10][CH2:9][CH2:8]2)=[O:6]. The catalyst is CO. The product is [C:18]([O:17][C:15]([NH:14][C:11]12[CH2:13][C:7]([C:5]([OH:6])=[O:4])([CH2:12]1)[CH2:8][CH2:9][CH2:10]2)=[O:16])([CH3:21])([CH3:19])[CH3:20]. The yield is 0.850.